Dataset: Reaction yield outcomes from USPTO patents with 853,638 reactions. Task: Predict the reaction yield, written as a fraction of the theoretical maximum amount of product (1.0 means a 100% yield; for example, 0.34 means a 34% yield). (1) The reactants are [F:1][C:2]1[CH:23]=[CH:22][C:5]([CH2:6][N:7]2[C:11](=[O:12])[N:10]([C:13]3[S:14][C:15]([C:19](O)=[O:20])=[C:16]([CH3:18])[N:17]=3)[CH:9]=[N:8]2)=[CH:4][CH:3]=1.O[N:25]1C2C=CC=CC=2N=N1.F[P-](F)(F)(F)(F)F.N1(OC(N(C)C)=[N+](C)C)C2N=CC=CC=2N=N1.C(N(CC)C(C)C)(C)C.[Cl-].[NH4+]. The catalyst is CN(C)C=O. The product is [F:1][C:2]1[CH:23]=[CH:22][C:5]([CH2:6][N:7]2[C:11](=[O:12])[N:10]([C:13]3[S:14][C:15]([C:19]([NH2:25])=[O:20])=[C:16]([CH3:18])[N:17]=3)[CH:9]=[N:8]2)=[CH:4][CH:3]=1. The yield is 0.730. (2) The reactants are Cl[C:2]1[C:7]([C:8]([NH2:10])=[O:9])=[C:6](Cl)[N:5]=[CH:4][N:3]=1.[CH3:12][O-:13].[Na+].[CH3:15][OH:16]. No catalyst specified. The product is [CH3:12][O:13][C:2]1[C:7]([C:8]([NH2:10])=[O:9])=[C:6]([O:16][CH3:15])[N:5]=[CH:4][N:3]=1. The yield is 0.830. (3) The reactants are [NH2:1][C:2]1[C:3]([NH:12][CH2:13][C:14]2[CH:19]=[CH:18][C:17]([C:20]3[CH:25]=[CH:24][CH:23]=[CH:22][C:21]=3[C:26]#[N:27])=[CH:16][CH:15]=2)=[C:4]([CH:9]=[CH:10][CH:11]=1)[C:5]([O:7][CH3:8])=[O:6].[C:28]([O-])([O-])([O-])[O:29][CH2:30][C:31]([F:34])([F:33])[F:32]. No catalyst specified. The product is [C:26]([C:21]1[CH:22]=[CH:23][CH:24]=[CH:25][C:20]=1[C:17]1[CH:18]=[CH:19][C:14]([CH2:13][N:12]2[C:3]3[C:4]([C:5]([O:7][CH3:8])=[O:6])=[CH:9][CH:10]=[CH:11][C:2]=3[N:1]=[C:28]2[O:29][CH2:30][C:31]([F:34])([F:33])[F:32])=[CH:15][CH:16]=1)#[N:27]. The yield is 0.250. (4) The reactants are [NH:1]1[CH2:6][CH2:5][O:4][CH2:3][C@H:2]1[CH2:7][OH:8].[Cl:9][CH2:10][CH:11]1[CH2:13]O1. No catalyst specified. The product is [Cl:9][CH2:10][CH:11]1[O:8][CH2:7][CH:2]2[CH2:3][O:4][CH2:5][CH2:6][N:1]2[CH2:13]1. The yield is 0.350. (5) The reactants are [Br:1][C:2]1[C:3]([CH3:10])=[C:4]([CH2:8][OH:9])[CH:5]=[CH:6][CH:7]=1. The catalyst is C(Cl)Cl.[O-2].[Mn+2]. The product is [Br:1][C:2]1[C:3]([CH3:10])=[C:4]([CH:5]=[CH:6][CH:7]=1)[CH:8]=[O:9]. The yield is 0.930. (6) The reactants are [BH4-].[Li+].[OH:3][CH2:4][CH2:5][CH2:6][C:7]1([C:20](OCC2C=CC=CC=2)=[O:21])[CH2:12][CH2:11][N:10]([C:13]([O:15][C:16]([CH3:19])([CH3:18])[CH3:17])=[O:14])[CH2:9][CH2:8]1.Cl.C(=O)([O-])[O-].[Na+].[Na+]. The catalyst is O1CCCC1.C1(C)C=CC=CC=1. The product is [OH:21][CH2:20][C:7]1([CH2:6][CH2:5][CH2:4][OH:3])[CH2:12][CH2:11][N:10]([C:13]([O:15][C:16]([CH3:17])([CH3:18])[CH3:19])=[O:14])[CH2:9][CH2:8]1. The yield is 0.740. (7) The reactants are [SH2:1].[C:2]([C:4]1[CH:5]=[CH:6][C:7]([O:10][CH2:11][CH2:12][CH2:13][O:14][C:15]2[CH:16]=[C:17]3[C:21](=[CH:22][CH:23]=2)[N:20]([CH:24]([CH3:29])[C:25]([O:27][CH3:28])=[O:26])[CH:19]=[CH:18]3)=[N:8][CH:9]=1)#[N:3].C(NCC)C. The catalyst is CN(C=O)C. The product is [NH2:3][C:2]([C:4]1[CH:5]=[CH:6][C:7]([O:10][CH2:11][CH2:12][CH2:13][O:14][C:15]2[CH:16]=[C:17]3[C:21](=[CH:22][CH:23]=2)[N:20]([CH:24]([CH3:29])[C:25]([O:27][CH3:28])=[O:26])[CH:19]=[CH:18]3)=[N:8][CH:9]=1)=[S:1]. The yield is 0.900.